Dataset: Forward reaction prediction with 1.9M reactions from USPTO patents (1976-2016). Task: Predict the product of the given reaction. (1) Given the reactants Cl[C:2]1[C:11]2[C:6](=[CH:7][C:8]([C:12]([N:14]3[CH2:18][CH:17]=[CH:16][CH2:15]3)=[O:13])=[CH:9][CH:10]=2)[N:5]=[CH:4][N:3]=1.[NH2:19][CH2:20][C:21]1[CH:22]=[C:23]([CH:27]=[CH:28][CH:29]=1)[C:24]([NH2:26])=[NH:25].C(N(C(C)C)CC)(C)C, predict the reaction product. The product is: [N:14]1([C:12]([C:8]2[CH:7]=[C:6]3[C:11]([C:2]([NH:19][CH2:20][C:21]4[CH:22]=[C:23]([CH:27]=[CH:28][CH:29]=4)[C:24]([NH2:26])=[NH:25])=[N:3][CH:4]=[N:5]3)=[CH:10][CH:9]=2)=[O:13])[CH2:18][CH:17]=[CH:16][CH2:15]1. (2) The product is: [CH2:1]([O:3][C:4](=[O:27])[CH2:5][C:6]1[CH:11]=[CH:10][C:9]([O:12][CH3:13])=[C:8]([O:14][C:15]2[CH:20]=[CH:19][C:18]([C:21]([F:23])([F:22])[F:24])=[CH:17][C:16]=2[CH2:25][NH:37][C@@H:30]2[C:31]3[C:36](=[CH:35][CH:34]=[CH:33][CH:32]=3)[CH2:28][C@@H:29]2[OH:38])[CH:7]=1)[CH3:2]. Given the reactants [CH2:1]([O:3][C:4](=[O:27])[CH2:5][C:6]1[CH:11]=[CH:10][C:9]([O:12][CH3:13])=[C:8]([O:14][C:15]2[CH:20]=[CH:19][C:18]([C:21]([F:24])([F:23])[F:22])=[CH:17][C:16]=2[CH:25]=O)[CH:7]=1)[CH3:2].[CH2:28]1[C:36]2[C:31](=[CH:32][CH:33]=[CH:34][CH:35]=2)[C@@H:30]([NH2:37])[C@H:29]1[OH:38], predict the reaction product. (3) Given the reactants [O:1]=[C:2]([C:6]1[CH:11]=[CH:10][CH:9]=[CH:8][CH:7]=1)[CH2:3][C:4]#[N:5].[Cl:12][C:13]1[CH:18]=[CH:17][C:16]([SH:19])=[CH:15][CH:14]=1, predict the reaction product. The product is: [ClH:12].[O:1]=[C:2]([C:6]1[CH:11]=[CH:10][CH:9]=[CH:8][CH:7]=1)[CH2:3][C:4]([S:19][C:16]1[CH:17]=[CH:18][C:13]([Cl:12])=[CH:14][CH:15]=1)=[NH:5]. (4) The product is: [C:43]([CH2:42][CH2:41][C:10]1[C:11]([CH2:15][CH2:16][CH2:17][CH2:18][CH2:19][CH2:20][O:21][C:22]2[CH:23]=[C:24]([C:34]3[CH:35]=[CH:36][C:37]([F:40])=[CH:38][CH:39]=3)[CH:25]=[C:26]([S:28]([CH2:31][CH2:32][CH3:33])(=[O:29])=[O:30])[CH:27]=2)=[CH:12][CH:13]=[CH:14][C:9]=1[O:8][CH2:7][CH2:6][CH2:5][C:4]([OH:48])=[O:3])([OH:45])=[O:44]. Given the reactants C([O:3][C:4](=[O:48])[CH2:5][CH2:6][CH2:7][O:8][C:9]1[CH:14]=[CH:13][CH:12]=[C:11]([CH2:15][CH2:16][CH2:17][CH2:18][CH2:19][CH2:20][O:21][C:22]2[CH:23]=[C:24]([C:34]3[CH:39]=[CH:38][C:37]([F:40])=[CH:36][CH:35]=3)[CH:25]=[C:26]([S:28]([CH2:31][CH2:32][CH3:33])(=[O:30])=[O:29])[CH:27]=2)[C:10]=1[CH2:41][CH2:42][C:43]([O:45]CC)=[O:44])C.[OH-].[Na+], predict the reaction product. (5) Given the reactants [NH2:1][C:2]1[CH:3]=[CH:4][C:5]([CH3:21])=[C:6]([NH:8][C:9]2[CH:10]=[C:11]3[C:15](=[CH:16][CH:17]=2)[C:14](=[O:18])[C:13]([CH3:20])([CH3:19])[CH2:12]3)[CH:7]=1.[CH:22]([N:25]=[C:26]=[O:27])([CH3:24])[CH3:23], predict the reaction product. The product is: [CH3:20][C:13]1([CH3:19])[CH2:12][C:11]2[C:15](=[CH:16][CH:17]=[C:9]([NH:8][C:6]3[CH:7]=[C:2]([NH:1][C:26]([NH:25][CH:22]([CH3:24])[CH3:23])=[O:27])[CH:3]=[CH:4][C:5]=3[CH3:21])[CH:10]=2)[C:14]1=[O:18]. (6) The product is: [CH3:22][C:23]([OH:24])([CH3:25])[CH2:1][C:2]1[CH:11]=[CH:10][C:9]2[C:4](=[CH:5][CH:6]=[CH:7][CH:8]=2)[CH:3]=1. Given the reactants [CH3:1][C:2]1[CH:11]=[CH:10][C:9]2[C:4](=[CH:5][CH:6]=[CH:7][CH:8]=2)[CH:3]=1.C([Li])CCC.O1CCCC1.[CH3:22][C:23]([CH3:25])=[O:24].[Cl-].[NH4+], predict the reaction product.